Dataset: Full USPTO retrosynthesis dataset with 1.9M reactions from patents (1976-2016). Task: Predict the reactants needed to synthesize the given product. (1) Given the product [CH:1]1([C:7]2[C:15]3[CH:14]=[CH:13][C:12]([C:16]([OH:18])=[O:17])=[CH:11][C:10]=3[N:9]3[CH2:20][CH2:21][CH2:22][N:23]4[CH:27]=[CH:26][CH:25]=[C:24]4[C:8]=23)[CH2:6][CH2:5][CH2:4][CH2:3][CH2:2]1, predict the reactants needed to synthesize it. The reactants are: [CH:1]1([C:7]2[C:15]3[CH:14]=[CH:13][C:12]([C:16]([O:18]C)=[O:17])=[CH:11][C:10]=3[N:9]3[CH2:20][CH2:21][CH2:22][N:23]4[CH:27]=[CH:26][CH:25]=[C:24]4[C:8]=23)[CH2:6][CH2:5][CH2:4][CH2:3][CH2:2]1.[OH-].[Na+].Cl.O. (2) Given the product [CH2:1]([O:21][C:22]([O:24][CH2:25][C@@H:26]([CH2:51][OH:52])[O:27][C:28]([O:30][CH2:31][CH2:32][CH2:33][CH2:34][CH2:35][CH2:36][CH2:37][CH2:38][CH2:39][CH2:40][CH2:41][CH2:42][CH2:43][CH2:44][CH2:45][CH2:46][CH2:47][CH2:48][CH2:49][CH3:50])=[O:29])=[O:23])[CH2:2][CH2:3][CH2:4][CH2:5][CH2:6][CH2:7][CH2:8][CH2:9][CH2:10][CH2:11][CH2:12][CH2:13][CH2:14][CH2:15][CH2:16][CH2:17][CH2:18][CH2:19][CH3:20], predict the reactants needed to synthesize it. The reactants are: [CH2:1]([O:21][C:22]([O:24][CH2:25][C@@H:26]([CH2:51][O:52]CC1C=CC(OC)=CC=1)[O:27][C:28]([O:30][CH2:31][CH2:32][CH2:33][CH2:34][CH2:35][CH2:36][CH2:37][CH2:38][CH2:39][CH2:40][CH2:41][CH2:42][CH2:43][CH2:44][CH2:45][CH2:46][CH2:47][CH2:48][CH2:49][CH3:50])=[O:29])=[O:23])[CH2:2][CH2:3][CH2:4][CH2:5][CH2:6][CH2:7][CH2:8][CH2:9][CH2:10][CH2:11][CH2:12][CH2:13][CH2:14][CH2:15][CH2:16][CH2:17][CH2:18][CH2:19][CH3:20].C(C1C(=O)C(Cl)=C(Cl)C(=O)C=1C#N)#N.ClC1C(=O)C(C#N)=C(C#N)C(=O)C=1Cl.O. (3) The reactants are: O=[C:2]([C:9]1[N:13]([C:14]2[CH:19]=[CH:18][CH:17]=[CH:16][CH:15]=2)[N:12]=[CH:11][CH:10]=1)[CH2:3][C:4]([O:6]CC)=O.[C:20]1([C:26](=[NH:28])[NH2:27])[CH:25]=[CH:24][CH:23]=[CH:22][CH:21]=1. Given the product [C:20]1([C:26]2[NH:28][C:4](=[O:6])[CH:3]=[C:2]([C:9]3[N:13]([C:14]4[CH:15]=[CH:16][CH:17]=[CH:18][CH:19]=4)[N:12]=[CH:11][CH:10]=3)[N:27]=2)[CH:25]=[CH:24][CH:23]=[CH:22][CH:21]=1, predict the reactants needed to synthesize it. (4) Given the product [CH2:26]([O:25][C:23]([C:19]1[C:18](=[O:28])[C:17]([C:14]2[CH:13]=[CH:12][C:11]([F:10])=[CH:16][CH:15]=2)=[CH:22][N:21]([CH2:2][C:3]([OH:5])=[O:4])[CH:20]=1)=[O:24])[CH3:27], predict the reactants needed to synthesize it. The reactants are: Br[CH2:2][C:3]([O:5]C(C)(C)C)=[O:4].[F:10][C:11]1[CH:16]=[CH:15][C:14]([C:17]2[C:18](=[O:28])[C:19]([C:23]([O:25][CH2:26][CH3:27])=[O:24])=[CH:20][NH:21][CH:22]=2)=[CH:13][CH:12]=1.C(=O)([O-])[O-].[Cs+].[Cs+].C(OCC)(=O)C.